From a dataset of Forward reaction prediction with 1.9M reactions from USPTO patents (1976-2016). Predict the product of the given reaction. (1) The product is: [CH2:1]([O:3][C:4]([C@@H:6]1[CH2:10][C@H:9]([NH:11][C:29]([C:20]2[CH:21]=[CH:22][C:23]3[C:28](=[CH:27][CH:26]=[CH:25][CH:24]=3)[C:19]=2[OH:18])=[O:30])[CH2:8][N:7]1[CH2:12][CH:13]1[CH2:14][CH2:15][CH2:16][CH2:17]1)=[O:5])[CH3:2]. Given the reactants [CH2:1]([O:3][C:4]([C@@H:6]1[CH2:10][C@H:9]([NH2:11])[CH2:8][N:7]1[CH2:12][CH:13]1[CH2:17][CH2:16][CH2:15][CH2:14]1)=[O:5])[CH3:2].[OH:18][C:19]1[C:28]2[C:23](=[CH:24][CH:25]=[CH:26][CH:27]=2)[CH:22]=[CH:21][C:20]=1[C:29](O)=[O:30], predict the reaction product. (2) Given the reactants [Cl:1][C:2]1[C:3]([OH:33])=[CH:4][C:5]([O:12][CH2:13][C@:14]([OH:32])([CH3:31])[CH2:15][NH:16][CH:17]2[CH2:22][CH2:21][N:20]([CH2:23][C:24]3[CH:29]=[CH:28][C:27]([Cl:30])=[CH:26][CH:25]=3)[CH2:19][CH2:18]2)=[C:6]([NH:8][C:9](=[O:11])[CH3:10])[CH:7]=1.[C:34]([OH:41])(=[O:40])/[CH:35]=[CH:36]/[C:37]([OH:39])=[O:38], predict the reaction product. The product is: [C:34]([OH:41])(=[O:40])/[CH:35]=[CH:36]/[C:37]([OH:39])=[O:38].[Cl:1][C:2]1[C:3]([OH:33])=[CH:4][C:5]([O:12][CH2:13][C@:14]([OH:32])([CH3:31])[CH2:15][NH:16][CH:17]2[CH2:18][CH2:19][N:20]([CH2:23][C:24]3[CH:25]=[CH:26][C:27]([Cl:30])=[CH:28][CH:29]=3)[CH2:21][CH2:22]2)=[C:6]([NH:8][C:9](=[O:11])[CH3:10])[CH:7]=1.[Cl:1][C:2]1[C:3]([OH:33])=[CH:4][C:5]([O:12][CH2:13][C@@:14]([CH3:31])([OH:32])[CH2:15][NH:16][CH:17]2[CH2:18][CH2:19][N:20]([CH2:23][C:24]3[CH:25]=[CH:26][C:27]([Cl:30])=[CH:28][CH:29]=3)[CH2:21][CH2:22]2)=[C:6]([NH:8][C:9](=[O:11])[CH3:10])[CH:7]=1. (3) Given the reactants [CH3:1][NH:2][CH2:3][CH2:4][C@H:5]([O:11][C:12]1[CH:13]=[CH:14][CH:15]=[C:16]2[CH:21]=[CH:20][CH:19]=[CH:18][C:17]=12)[C:6]1[S:10][CH:9]=[CH:8][CH:7]=1.[C:22]([OH:29])(=[O:28])/[CH:23]=[CH:24]/[C:25]([OH:27])=[O:26], predict the reaction product. The product is: [C:22]([OH:29])(=[O:28])/[CH:23]=[CH:24]/[C:25]([OH:27])=[O:26].[CH3:1][NH:2][CH2:3][CH2:4][CH:5]([O:11][C:12]1[C:17]2[C:16](=[CH:21][CH:20]=[CH:19][CH:18]=2)[CH:15]=[CH:14][CH:13]=1)[C:6]1[S:10][CH:9]=[CH:8][CH:7]=1.